From a dataset of Full USPTO retrosynthesis dataset with 1.9M reactions from patents (1976-2016). Predict the reactants needed to synthesize the given product. (1) Given the product [Cl:1][C:2]1[CH:3]=[CH:4][C:5]([CH3:14])=[C:6]([CH2:7][NH:9][CH:10]2[CH2:11][CH2:12]2)[CH:13]=1, predict the reactants needed to synthesize it. The reactants are: [Cl:1][C:2]1[CH:3]=[CH:4][C:5]([CH3:14])=[C:6]([CH:13]=1)[C:7]([NH:9][CH:10]1[CH2:12][CH2:11]1)=O.B. (2) Given the product [Cl:16][C:13]1[CH:14]=[CH:15][C:6]([O:5][CH2:4][C:3]([OH:30])=[O:2])=[C:7]2[C:12]=1[N:11]=[C:10]([O:17][CH:18]([CH3:20])[CH3:19])[C:9]([CH2:21][C:22]1[CH:27]=[CH:26][C:25]([F:28])=[CH:24][CH:23]=1)=[C:8]2[CH3:29], predict the reactants needed to synthesize it. The reactants are: C[O:2][C:3](=[O:30])[CH2:4][O:5][C:6]1[CH:15]=[CH:14][C:13]([Cl:16])=[C:12]2[C:7]=1[C:8]([CH3:29])=[C:9]([CH2:21][C:22]1[CH:27]=[CH:26][C:25]([F:28])=[CH:24][CH:23]=1)[C:10]([O:17][CH:18]([CH3:20])[CH3:19])=[N:11]2.CO.[OH-].[Na+]. (3) The reactants are: Br[C:2]1[CH:14]=[CH:13][C:5]([C:6]([NH:8][CH2:9][C@H:10]([OH:12])[CH3:11])=[O:7])=[C:4]([F:15])[CH:3]=1.[Cl:16][C:17]1[C:18]([C:24]2[N:25]([CH:30]([CH3:32])[CH3:31])[C:26]([CH3:29])=[N:27][CH:28]=2)=[N:19][C:20]([NH2:23])=[N:21][CH:22]=1. Given the product [Cl:16][C:17]1[C:18]([C:24]2[N:25]([CH:30]([CH3:32])[CH3:31])[C:26]([CH3:29])=[N:27][CH:28]=2)=[N:19][C:20]([NH:23][C:2]2[CH:14]=[CH:13][C:5]([C:6]([NH:8][CH2:9][C@H:10]([OH:12])[CH3:11])=[O:7])=[C:4]([F:15])[CH:3]=2)=[N:21][CH:22]=1, predict the reactants needed to synthesize it. (4) Given the product [CH2:1]([NH:8][C:9]([C:11]1[C:12]([NH:20][CH2:21][C:22]2[CH:27]=[CH:26][C:25]([O:28][CH3:29])=[C:24]([Cl:30])[CH:23]=2)=[N:13][C:14]([N:35]2[CH2:36][CH2:37][C:33]3([CH2:31][CH2:32]3)[CH2:34]2)=[N:15][CH:16]=1)=[O:10])[C:2]1[CH:7]=[CH:6][CH:5]=[CH:4][CH:3]=1, predict the reactants needed to synthesize it. The reactants are: [CH2:1]([NH:8][C:9]([C:11]1[C:12]([NH:20][CH2:21][C:22]2[CH:27]=[CH:26][C:25]([O:28][CH3:29])=[C:24]([Cl:30])[CH:23]=2)=[N:13][C:14](S(C)=O)=[N:15][CH:16]=1)=[O:10])[C:2]1[CH:7]=[CH:6][CH:5]=[CH:4][CH:3]=1.[CH2:31]1[C:33]2([CH2:37][CH2:36][NH:35][CH2:34]2)[CH2:32]1.C(N(CC)CC)C. (5) Given the product [CH2:1]([NH:8][C:38]([C:34]1[CH:33]=[C:32]2[C:37](=[CH:36][CH:35]=1)[N:29]([CH2:28][C:25]1[CH:24]=[CH:23][C:22]([C:17]3[C:16]([C:14]([OH:15])=[O:13])=[CH:21][CH:20]=[CH:19][CH:18]=3)=[CH:27][CH:26]=1)[C:30]([CH3:42])=[C:31]2[CH3:41])=[O:39])[C:2]1[CH:7]=[CH:6][CH:5]=[CH:4][CH:3]=1, predict the reactants needed to synthesize it. The reactants are: [CH2:1]([NH2:8])[C:2]1[CH:7]=[CH:6][CH:5]=[CH:4][CH:3]=1.C([O:13][C:14]([C:16]1[CH:21]=[CH:20][CH:19]=[CH:18][C:17]=1[C:22]1[CH:27]=[CH:26][C:25]([CH2:28][N:29]2[C:37]3[C:32](=[CH:33][C:34]([C:38](O)=[O:39])=[CH:35][CH:36]=3)[C:31]([CH3:41])=[C:30]2[CH3:42])=[CH:24][CH:23]=1)=[O:15])(C)(C)C. (6) Given the product [Cl:1][C:2]1[CH:3]=[C:4]2[C:9](=[CH:10][CH:11]=1)[C@:8]([CH2:17][O:18][C:30]1[CH:42]=[CH:41][C:33]([C:34]([O:36][C:37]([CH3:38])([CH3:39])[CH3:40])=[O:35])=[CH:32][C:31]=1[N+:43]([O-:45])=[O:44])([CH:12]([O:15][CH3:16])[O:13][CH3:14])[CH2:7][CH2:6][CH2:5]2, predict the reactants needed to synthesize it. The reactants are: [Cl:1][C:2]1[CH:3]=[C:4]2[C:9](=[CH:10][CH:11]=1)[C@:8]([CH2:17][OH:18])([CH:12]([O:15][CH3:16])[O:13][CH3:14])[CH2:7][CH2:6][CH2:5]2.[Li+].C[Si]([N-][Si](C)(C)C)(C)C.F[C:30]1[CH:42]=[CH:41][C:33]([C:34]([O:36][C:37]([CH3:40])([CH3:39])[CH3:38])=[O:35])=[CH:32][C:31]=1[N+:43]([O-:45])=[O:44]. (7) Given the product [OH:3][N:2]=[C:15]([C:14]1[CH:17]=[CH:18][CH:19]=[C:12]([OH:11])[CH:13]=1)[NH2:16], predict the reactants needed to synthesize it. The reactants are: Cl.[NH2:2][OH:3].C(N(CC)CC)C.[OH:11][C:12]1[CH:13]=[C:14]([CH:17]=[CH:18][CH:19]=1)[C:15]#[N:16].